From a dataset of Forward reaction prediction with 1.9M reactions from USPTO patents (1976-2016). Predict the product of the given reaction. (1) Given the reactants Cl[C:2]1[C:7]([CH3:8])=[C:6]([Cl:9])[N:5]=[CH:4][C:3]=1[C:10]([N:12]1[CH2:17][CH2:16][CH:15]([C:18]2[CH:23]=[CH:22][C:21]([F:24])=[CH:20][CH:19]=2)[CH2:14][CH2:13]1)=[O:11].[F:25][C:26]1[C:32]([CH3:33])=[CH:31][CH:30]=[CH:29][C:27]=1[NH2:28], predict the reaction product. The product is: [Cl:9][C:6]1[N:5]=[CH:4][C:3]([C:10]([N:12]2[CH2:17][CH2:16][CH:15]([C:18]3[CH:23]=[CH:22][C:21]([F:24])=[CH:20][CH:19]=3)[CH2:14][CH2:13]2)=[O:11])=[C:2]([NH:28][C:27]2[CH:29]=[CH:30][CH:31]=[C:32]([CH3:33])[C:26]=2[F:25])[C:7]=1[CH3:8]. (2) The product is: [OH:18][CH:15]1[CH2:16][CH2:17][CH:12]([NH:11][C:5]2[CH:4]=[C:3]([N:1]3[C:22]4[CH2:21][C:20]([CH3:32])([CH3:19])[CH2:25][C:24](=[O:26])[C:23]=4[CH2:27][C:28]([CH3:29])=[N:2]3)[CH:10]=[CH:9][C:6]=2[C:7]#[N:8])[CH2:13][CH2:14]1. Given the reactants [NH:1]([C:3]1[CH:10]=[CH:9][C:6]([C:7]#[N:8])=[C:5]([NH:11][CH:12]2[CH2:17][CH2:16][CH:15]([OH:18])[CH2:14][CH2:13]2)[CH:4]=1)[NH2:2].[CH3:19][C:20]1([CH3:32])[CH2:25][C:24](=[O:26])[CH:23]([CH2:27][C:28](=O)[CH3:29])[C:22](=O)[CH2:21]1.C(O)(=O)C, predict the reaction product. (3) Given the reactants Cl.[NH2:2][CH2:3][C@@H:4]1[O:8][C:7](=[O:9])[N:6]([C:10]2[CH:15]=[CH:14][C:13]([N:16]3[CH2:21][CH2:20][O:19][CH2:18][C:17]3=[O:22])=[CH:12][CH:11]=2)[CH2:5]1.C(=O)([O-])[O-].[K+].[K+].C(OO)(C)(C)C.[Cl:35][C:36]1[S:40][C:39]([CH:41]=[O:42])=[CH:38][CH:37]=1, predict the reaction product. The product is: [Cl:35][C:36]1[S:40][C:39]([C:41]([NH:2][CH2:3][C@@H:4]2[O:8][C:7](=[O:9])[N:6]([C:10]3[CH:15]=[CH:14][C:13]([N:16]4[CH2:21][CH2:20][O:19][CH2:18][C:17]4=[O:22])=[CH:12][CH:11]=3)[CH2:5]2)=[O:42])=[CH:38][CH:37]=1. (4) Given the reactants [H-].[Na+].[Br:3][C:4]1[N:5]=[C:6]([NH:9][CH:10]2[CH2:12][CH2:11]2)[S:7][CH:8]=1.[C:13](Cl)(=[O:15])[CH3:14], predict the reaction product. The product is: [Br:3][C:4]1[N:5]=[C:6]([N:9]([CH:10]2[CH2:12][CH2:11]2)[C:13](=[O:15])[CH3:14])[S:7][CH:8]=1. (5) Given the reactants [H-].[Li+].[F:3][C:4]1[CH:9]=[CH:8][C:7]([N:10]2[CH2:14][CH2:13][CH:12]([C:15]([O:17][CH3:18])=[O:16])[C:11]2=[O:19])=[CH:6][CH:5]=1.IC.[CH3:22]COC(C)=O, predict the reaction product. The product is: [F:3][C:4]1[CH:5]=[CH:6][C:7]([N:10]2[CH2:14][CH2:13][C:12]([CH3:22])([C:15]([O:17][CH3:18])=[O:16])[C:11]2=[O:19])=[CH:8][CH:9]=1. (6) Given the reactants [NH2:1][C:2]1[S:3][C:4]([CH2:11][CH3:12])=[CH:5][C:6]=1[C:7]([O:9]C)=O.Cl[C:14](Cl)([O:16]C(=O)OC(Cl)(Cl)Cl)Cl.C(N(CC)CC)C.[CH3:32][O:33][CH2:34][CH2:35][NH2:36], predict the reaction product. The product is: [CH2:11]([C:4]1[S:3][C:2]2[NH:1][C:14](=[O:16])[N:36]([CH2:35][CH2:34][O:33][CH3:32])[C:7](=[O:9])[C:6]=2[CH:5]=1)[CH3:12]. (7) Given the reactants C([NH:4][C:5]1[CH:10]=[CH:9][C:8]([C:11]2[CH:12]=[C:13]([N:17]3[C:22](=[O:23])[C:21]([CH2:24][C:25]4[CH:30]=[CH:29][CH:28]=[CH:27][CH:26]=4)=[N:20][C:19]4[CH:31]=[CH:32][CH:33]=[N:34][C:18]3=4)[CH:14]=[CH:15][CH:16]=2)=[CH:7][CH:6]=1)(=O)C.C(=O)(O)[O-].[Na+], predict the reaction product. The product is: [NH2:4][C:5]1[CH:10]=[CH:9][C:8]([C:11]2[CH:12]=[C:13]([N:17]3[C:22](=[O:23])[C:21]([CH2:24][C:25]4[CH:30]=[CH:29][CH:28]=[CH:27][CH:26]=4)=[N:20][C:19]4[CH:31]=[CH:32][CH:33]=[N:34][C:18]3=4)[CH:14]=[CH:15][CH:16]=2)=[CH:7][CH:6]=1. (8) Given the reactants [CH:1]1([NH2:7])[CH2:6][CH2:5][CH2:4][CH2:3][CH2:2]1.Cl[CH2:9][CH2:10][N:11]=[C:12]=[O:13].[H-].[Na+].[NH4+].[Cl-].[Na+].[Cl-], predict the reaction product. The product is: [CH:1]1([N:7]2[CH2:9][CH2:10][NH:11][C:12]2=[O:13])[CH2:6][CH2:5][CH2:4][CH2:3][CH2:2]1. (9) Given the reactants [OH:1][C:2]1[CH:7]=[CH:6][C:5]([C:8]2[O:9][C:10]3[C:15]([C:16](=[O:22])[C:17]=2[O:18][CH2:19][O:20][CH3:21])=[CH:14][CH:13]=[C:12]([O:23][CH2:24][O:25][CH3:26])[CH:11]=3)=[CH:4][C:3]=1[O:27][CH2:28][O:29][CH3:30].Br[CH2:32][CH2:33][F:34].C([O-])([O-])=O.[Cs+].[Cs+], predict the reaction product. The product is: [F:34][CH2:33][CH2:32][O:1][C:2]1[CH:7]=[CH:6][C:5]([C:8]2[O:9][C:10]3[C:15]([C:16](=[O:22])[C:17]=2[O:18][CH2:19][O:20][CH3:21])=[CH:14][CH:13]=[C:12]([O:23][CH2:24][O:25][CH3:26])[CH:11]=3)=[CH:4][C:3]=1[O:27][CH2:28][O:29][CH3:30].